From a dataset of Full USPTO retrosynthesis dataset with 1.9M reactions from patents (1976-2016). Predict the reactants needed to synthesize the given product. Given the product [CH3:1][O:2][C:3](=[O:26])[C:4]1[CH:9]=[CH:8][C:7]([CH2:10][NH:11][CH:12]=[O:13])=[N:6][C:5]=1[NH:14][C:15]1[CH:20]=[CH:19][C:18]([Br:27])=[CH:17][C:16]=1[F:25], predict the reactants needed to synthesize it. The reactants are: [CH3:1][O:2][C:3](=[O:26])[C:4]1[CH:9]=[CH:8][C:7]([CH2:10][NH:11][CH:12]=[O:13])=[N:6][C:5]=1[NH:14][C:15]1[CH:20]=[CH:19][C:18]([Si](C)(C)C)=[CH:17][C:16]=1[F:25].[Br:27]N1C(=O)CCC1=O.